This data is from Reaction yield outcomes from USPTO patents with 853,638 reactions. The task is: Predict the reaction yield, written as a fraction of the theoretical maximum amount of product (1.0 means a 100% yield; for example, 0.34 means a 34% yield). (1) The reactants are [OH-].[Na+].[CH2:3]([NH:10][C:11](=[O:34])[N:12]([C:14]1[CH:15]=[CH:16][C:17]([CH3:33])=[C:18]([C:20]2[CH:25]=[CH:24][C:23](/[CH:26]=[CH:27]/[C:28]([O:30]CC)=[O:29])=[CH:22][CH:21]=2)[CH:19]=1)[CH3:13])[CH2:4][CH2:5][CH2:6][CH2:7][CH2:8][CH3:9]. The catalyst is O1CCCC1.CO. The product is [CH2:3]([NH:10][C:11](=[O:34])[N:12]([C:14]1[CH:15]=[CH:16][C:17]([CH3:33])=[C:18]([C:20]2[CH:25]=[CH:24][C:23](/[CH:26]=[CH:27]/[C:28]([OH:30])=[O:29])=[CH:22][CH:21]=2)[CH:19]=1)[CH3:13])[CH2:4][CH2:5][CH2:6][CH2:7][CH2:8][CH3:9]. The yield is 0.370. (2) The reactants are C(O)(C(F)(F)F)=O.[CH3:8][N:9]([CH3:45])[CH2:10][CH2:11][CH2:12][C:13]1[C:21]2[C:16](=[CH:17][CH:18]=[CH:19][C:20]=2[NH:22][C:23]2[C:31]3[C:26](=[CH:27][N:28]=[CH:29][CH:30]=3)[O:25][C:24]=2[C:32]2[N:37]=[CH:36][CH:35]=[CH:34][N:33]=2)[N:15](C(OC(C)(C)C)=O)[N:14]=1. The catalyst is ClCCl. The product is [CH3:45][N:9]([CH3:8])[CH2:10][CH2:11][CH2:12][C:13]1[C:21]2[C:20]([NH:22][C:23]3[C:31]4[C:26](=[CH:27][N:28]=[CH:29][CH:30]=4)[O:25][C:24]=3[C:32]3[N:37]=[CH:36][CH:35]=[CH:34][N:33]=3)=[CH:19][CH:18]=[CH:17][C:16]=2[NH:15][N:14]=1. The yield is 0.620. (3) The reactants are [BH4-].[Li+].[Br:3][C:4]1[CH:13]=[C:12]([CH3:14])[C:7]([C:8](OC)=[O:9])=[C:6]([F:15])[CH:5]=1. The catalyst is O1CCCC1. The product is [Br:3][C:4]1[CH:13]=[C:12]([CH3:14])[C:7]([CH2:8][OH:9])=[C:6]([F:15])[CH:5]=1. The yield is 0.600. (4) The reactants are [CH3:1][O:2][C:3]1[CH:4]=[C:5]2[C:10](=[CH:11][C:12]=1[O:13][CH3:14])[N:9]=[CH:8][CH:7]=[C:6]2[O:15][C:16]1[CH:22]=[CH:21][C:19]([NH2:20])=[CH:18][CH:17]=1.C(N(CC)CC)C.[C:30](Cl)(Cl)=[S:31].[CH2:34]([N:36]([CH2:40][CH3:41])[CH2:37][CH2:38][NH2:39])[CH3:35]. The catalyst is CN(C)C=O.C(OCC)(=O)C. The product is [CH3:1][O:2][C:3]1[CH:4]=[C:5]2[C:10](=[CH:11][C:12]=1[O:13][CH3:14])[N:9]=[CH:8][CH:7]=[C:6]2[O:15][C:16]1[CH:22]=[CH:21][C:19]([NH:20][C:30]([NH:39][CH2:38][CH2:37][N:36]([CH2:40][CH3:41])[CH2:34][CH3:35])=[S:31])=[CH:18][CH:17]=1. The yield is 0.330. (5) The reactants are [CH3:1][O:2][C:3]1[CH:4]=[C:5]([NH2:10])[C:6]([NH2:9])=[CH:7][CH:8]=1.[F:11][C:12]([F:21])([F:20])[C:13](=O)[C:14]([O:16]CC)=[O:15]. The catalyst is CCO.CCOC(C)=O. The product is [CH3:1][O:2][C:3]1[CH:4]=[C:5]2[C:6](=[CH:7][CH:8]=1)[NH:9][C:14](=[O:15])[C:13]([C:12]([F:21])([F:20])[F:11])=[N:10]2.[CH3:1][O:2][C:3]1[CH:4]=[C:5]2[C:6]([N:9]=[C:13]([C:12]([F:11])([F:20])[F:21])[C:14](=[O:16])[NH:10]2)=[CH:7][CH:8]=1. The yield is 0.420. (6) The reactants are [S:1]([O-:4])([O-:3])=[O:2].[Na+:5].[Na+].[Br:7][C:8]1[CH:13]=[CH:12][C:11]([CH2:14][CH2:15]Br)=[CH:10][CH:9]=1. The catalyst is O. The product is [Br:7][C:8]1[CH:13]=[CH:12][C:11]([CH2:14][CH2:15][S:1]([O-:4])(=[O:3])=[O:2])=[CH:10][CH:9]=1.[Na+:5]. The yield is 0.860. (7) The reactants are Br[C:2]1[CH:7]=[C:6]([O:8][C:9]([F:14])([F:13])[CH:10]([F:12])[F:11])[CH:5]=[C:4]([F:15])[CH:3]=1.[Li]CCCC.[F:21][C:22]1[CH:27]=[CH:26][C:25](/[C:28](=[N:36]/[S@@:37]([C:39]([CH3:42])([CH3:41])[CH3:40])=[O:38])/[CH2:29][C:30]2[CH:35]=[CH:34][CH:33]=[CH:32][CH:31]=2)=[CH:24][C:23]=1[O:43][CH3:44].[Al](C)(C)C.FC1C=C([Li])C=C(OC(F)(F)C(F)F)C=1. The catalyst is C1(C)C=CC=CC=1.CCOC(C)=O. The product is [F:21][C:22]1[CH:27]=[CH:26][C:25]([C@@:28]([NH:36][S@@:37]([C:39]([CH3:40])([CH3:42])[CH3:41])=[O:38])([C:2]2[CH:7]=[C:6]([O:8][C:9]([F:14])([F:13])[CH:10]([F:12])[F:11])[CH:5]=[C:4]([F:15])[CH:3]=2)[CH2:29][C:30]2[CH:35]=[CH:34][CH:33]=[CH:32][CH:31]=2)=[CH:24][C:23]=1[O:43][CH3:44]. The yield is 0.420. (8) The reactants are Br[C:2]1[S:10][C:5]2=[N:6][N:7]=[C:8]([CH3:9])[N:4]2[C:3]=1[C:11]1[CH:16]=[CH:15][CH:14]=[CH:13][CH:12]=1.C([O-])([O-])=O.[Cs+].[Cs+].[Cl:23][C:24]1[CH:29]=[CH:28][CH:27]=[C:26]([F:30])[C:25]=1[CH2:31][SH:32]. The catalyst is CN(C=O)C. The product is [Cl:23][C:24]1[CH:29]=[CH:28][CH:27]=[C:26]([F:30])[C:25]=1[CH2:31][S:32][C:2]1[S:10][C:5]2=[N:6][N:7]=[C:8]([CH3:9])[N:4]2[C:3]=1[C:11]1[CH:16]=[CH:15][CH:14]=[CH:13][CH:12]=1. The yield is 0.0500. (9) The reactants are [O:1]=[C:2]1[C:7]2[CH:8]=[CH:9][CH:10]=[CH:11][C:6]=2[S:5][C:4]([C:12]2[N:17]=[C:16]([S:18]([CH2:21][C:22]([O:24]C(C)(C)C)=[O:23])(=[O:20])=[O:19])[CH:15]=[CH:14][CH:13]=2)=[N:3]1.C(OC(C)C)(C)C. The catalyst is FC(F)(F)C(O)=O. The product is [O:1]=[C:2]1[C:7]2[CH:8]=[CH:9][CH:10]=[CH:11][C:6]=2[S:5][C:4]([C:12]2[N:17]=[C:16]([S:18]([CH2:21][C:22]([OH:24])=[O:23])(=[O:20])=[O:19])[CH:15]=[CH:14][CH:13]=2)=[N:3]1. The yield is 0.550.